From a dataset of Forward reaction prediction with 1.9M reactions from USPTO patents (1976-2016). Predict the product of the given reaction. (1) Given the reactants [C:1]([C:5]1[N:6]=[C:7]([C:10]2[CH:19]=[CH:18][CH:17]=[CH:16][C:11]=2[C:12]([O:14]C)=[O:13])[S:8][CH:9]=1)([CH3:4])([CH3:3])[CH3:2], predict the reaction product. The product is: [C:1]([C:5]1[N:6]=[C:7]([C:10]2[CH:19]=[CH:18][CH:17]=[CH:16][C:11]=2[C:12]([OH:14])=[O:13])[S:8][CH:9]=1)([CH3:4])([CH3:2])[CH3:3]. (2) Given the reactants C(=O)([O-])[O-].[Na+].[Na+].[I:7][C:8]1[CH:9]=[C:10]2[C:14](=[CH:15][CH:16]=1)[N:13]([C:17]1[CH:18]=[C:19]([CH:23]=[CH:24][CH:25]=1)[C:20]([OH:22])=[O:21])[N:12]=[CH:11]2.Br[CH2:27][CH:28]([CH3:30])[CH3:29], predict the reaction product. The product is: [I:7][C:8]1[CH:9]=[C:10]2[C:14](=[CH:15][CH:16]=1)[N:13]([C:17]1[CH:18]=[C:19]([CH:23]=[CH:24][CH:25]=1)[C:20]([O:22][CH2:27][CH:28]([CH3:30])[CH3:29])=[O:21])[N:12]=[CH:11]2. (3) Given the reactants [S:1]1[CH:5]=[CH:4][CH:3]=[C:2]1[S:6](Cl)(=[O:8])=[O:7].[NH2:10][CH2:11][CH2:12][CH2:13][CH2:14][N:15]1[C:27]2[C:26]3[CH:25]=[CH:24][CH:23]=[CH:22][C:21]=3[N:20]=[C:19]([NH2:28])[C:18]=2[N:17]=[C:16]1[CH2:29][CH2:30][CH2:31][CH3:32].ClCCl, predict the reaction product. The product is: [NH2:28][C:19]1[C:18]2[N:17]=[C:16]([CH2:29][CH2:30][CH2:31][CH3:32])[N:15]([CH2:14][CH2:13][CH2:12][CH2:11][NH:10][S:6]([C:2]3[S:1][CH:5]=[CH:4][CH:3]=3)(=[O:8])=[O:7])[C:27]=2[C:26]2[CH:25]=[CH:24][CH:23]=[CH:22][C:21]=2[N:20]=1. (4) Given the reactants [N:1]1([C:5]2[C:14]([CH2:15][C:16]3[CH:21]=[CH:20][C:19]([C:22]([F:25])([F:24])[F:23])=[CH:18][CH:17]=3)=[C:13]([Cl:26])[C:12]3[C:7](=[CH:8][CH:9]=[C:10](Br)[CH:11]=3)[N:6]=2)[CH2:4][CH2:3][CH2:2]1.[Li]CCCC.[CH3:33][N:34]1[C:38]([CH:39]=[O:40])=[CH:37][N:36]=[C:35]1[CH3:41], predict the reaction product. The product is: [N:1]1([C:5]2[C:14]([CH2:15][C:16]3[CH:21]=[CH:20][C:19]([C:22]([F:25])([F:24])[F:23])=[CH:18][CH:17]=3)=[C:13]([Cl:26])[C:12]3[C:7](=[CH:8][CH:9]=[C:10]([CH:39]([C:38]4[N:34]([CH3:33])[C:35]([CH3:41])=[N:36][CH:37]=4)[OH:40])[CH:11]=3)[N:6]=2)[CH2:4][CH2:3][CH2:2]1. (5) Given the reactants [CH3:1][S:2][CH2:3][CH2:4][CH:5]([N:9]1[CH:13]=[C:12]([C:14]2[C:15]3[CH:22]=[CH:21][NH:20][C:16]=3[N:17]=[CH:18][N:19]=2)[CH:11]=[N:10]1)[CH2:6][C:7]#[N:8].[OH:23]O.C(#N)C, predict the reaction product. The product is: [CH3:1][S:2]([CH2:3][CH2:4][CH:5]([N:9]1[CH:13]=[C:12]([C:14]2[C:15]3[CH:22]=[CH:21][NH:20][C:16]=3[N:17]=[CH:18][N:19]=2)[CH:11]=[N:10]1)[CH2:6][C:7]#[N:8])=[O:23].